Dataset: Reaction yield outcomes from USPTO patents with 853,638 reactions. Task: Predict the reaction yield, written as a fraction of the theoretical maximum amount of product (1.0 means a 100% yield; for example, 0.34 means a 34% yield). (1) The catalyst is CS(C)=O. The product is [C:1]([C:5]1[CH:10]=[CH:9][C:8]([C:11]2[NH:20][C:14]3[C:15]([N:21]4[CH2:26][CH2:25][NH:24][CH2:23][CH2:22]4)=[N:16][CH:17]=[CH:18][C:13]=3[N:12]=2)=[CH:7][CH:6]=1)([CH3:4])([CH3:3])[CH3:2]. The reactants are [C:1]([C:5]1[CH:10]=[CH:9][C:8]([C:11]2[NH:20][C:14]3[C:15](Cl)=[N:16][CH:17]=[CH:18][C:13]=3[N:12]=2)=[CH:7][CH:6]=1)([CH3:4])([CH3:3])[CH3:2].[NH:21]1[CH2:26][CH2:25][NH:24][CH2:23][CH2:22]1.C(OCC)(=O)C. The yield is 0.860. (2) The reactants are [C:1]([C:3]1[S:7][CH:6]=[C:5](N(C(OC(C)(C)C)=O)NC(OC(C)(C)C)=O)[CH:4]=1)#[N:2].C(C1SC([N:31]([C:40]([O:42][C:43]([CH3:46])([CH3:45])[CH3:44])=[O:41])[NH:32][C:33]([O:35][C:36]([CH3:39])([CH3:38])[CH3:37])=[O:34])=CC=1)=O. No catalyst specified. The product is [C:1]([C:3]1[S:7][C:6]([N:31]([C:40]([O:42][C:43]([CH3:46])([CH3:45])[CH3:44])=[O:41])[NH:32][C:33]([O:35][C:36]([CH3:37])([CH3:38])[CH3:39])=[O:34])=[CH:5][CH:4]=1)#[N:2]. The yield is 0.750. (3) The reactants are [CH:1]1([C:4]2[NH:8][N:7]=[C:6]([NH:9][C:10]3[C:15]([N+:16]([O-])=O)=[CH:14][N:13]=[C:12]([NH:19][C@H:20]([C:22]4[CH:27]=[CH:26][C:25]([F:28])=[CH:24][CH:23]=4)[CH3:21])[N:11]=3)[CH:5]=2)[CH2:3][CH2:2]1.[NH4+].[Cl-]. The catalyst is CO.C1COCC1.[Zn]. The product is [CH:1]1([C:4]2[NH:8][N:7]=[C:6]([NH:9][C:10]3[C:15]([NH2:16])=[CH:14][N:13]=[C:12]([NH:19][C@H:20]([C:22]4[CH:23]=[CH:24][C:25]([F:28])=[CH:26][CH:27]=4)[CH3:21])[N:11]=3)[CH:5]=2)[CH2:3][CH2:2]1. The yield is 0.0500. (4) The catalyst is CO. The product is [Cl:12][C:13]1[C:14]([F:21])=[C:15]([CH:18]=[CH:19][CH:20]=1)/[CH:16]=[C:8]1\[C:9](=[O:11])[NH:10][C:3]2[C:4]\1=[N:5][CH:6]=[CH:7][C:2]=2[CH3:1]. The yield is 0.580. The reactants are [CH3:1][C:2]1[CH:7]=[CH:6][N:5]=[C:4]2[CH2:8][C:9](=[O:11])[NH:10][C:3]=12.[Cl:12][C:13]1[C:14]([F:21])=[C:15]([CH:18]=[CH:19][CH:20]=1)[CH:16]=O.N1CCCCC1.